From a dataset of Full USPTO retrosynthesis dataset with 1.9M reactions from patents (1976-2016). Predict the reactants needed to synthesize the given product. Given the product [N+:17]([C:12]1[CH:13]=[CH:14][CH:15]=[CH:16][C:11]=1[NH:9][C:1](=[O:8])[C:2]1[CH:7]=[CH:6][CH:5]=[CH:4][CH:3]=1)([O-:19])=[O:18], predict the reactants needed to synthesize it. The reactants are: [C:1]([NH2:9])(=[O:8])[C:2]1[CH:7]=[CH:6][CH:5]=[CH:4][CH:3]=1.I[C:11]1[CH:16]=[CH:15][CH:14]=[CH:13][C:12]=1[N+:17]([O-:19])=[O:18].